This data is from Catalyst prediction with 721,799 reactions and 888 catalyst types from USPTO. The task is: Predict which catalyst facilitates the given reaction. Reactant: [CH3:1][N:2]1[CH2:7][CH2:6][N:5]([C:8]2[CH:13]=[CH:12][N:11]=[C:10]([C:14]3[CH:15]=[C:16]([C:20]4[CH:25]=[CH:24][C:23]([C:26](O)=[O:27])=[CH:22][CH:21]=4)[CH:17]=[CH:18][CH:19]=3)[CH:9]=2)[CH2:4][CH2:3]1.[NH:29]1[CH2:34][CH2:33][O:32][CH2:31][CH2:30]1.C(Cl)CCl.CCN(CC)CC. Product: [CH3:1][N:2]1[CH2:7][CH2:6][N:5]([C:8]2[CH:13]=[CH:12][N:11]=[C:10]([C:14]3[CH:15]=[C:16]([C:20]4[CH:25]=[CH:24][C:23]([C:26]([N:29]5[CH2:34][CH2:33][O:32][CH2:31][CH2:30]5)=[O:27])=[CH:22][CH:21]=4)[CH:17]=[CH:18][CH:19]=3)[CH:9]=2)[CH2:4][CH2:3]1. The catalyst class is: 18.